Task: Predict the product of the given reaction.. Dataset: Forward reaction prediction with 1.9M reactions from USPTO patents (1976-2016) (1) Given the reactants CC1C=CC(S(O[CH2:12][C:13]2[CH:17]=[C:16]([C:18]3[C:19]([N:24]([C:32]([O:34][C:35]([CH3:38])([CH3:37])[CH3:36])=[O:33])[C:25]([O:27][C:28]([CH3:31])([CH3:30])[CH3:29])=[O:26])=[N:20][CH:21]=[CH:22][CH:23]=3)[O:15][N:14]=2)(=O)=O)=CC=1.[N:39]1[CH:44]=[CH:43][CH:42]=[CH:41][C:40]=1[O:45][CH2:46][C:47]1[CH:52]=[CH:51][C:50](B(O)O)=[CH:49][CH:48]=1.P([O-])([O-])([O-])=O.[K+].[K+].[K+].C1(P(C2C=CC=CC=2)C2C=CC=CC=2)C=CC=CC=1.CC1C=C(C2C(N(C(OC(C)(C)C)=O)C(OC(C)(C)C)=O)=NC=CC=2)ON=1, predict the reaction product. The product is: [N:39]1[CH:44]=[CH:43][CH:42]=[CH:41][C:40]=1[O:45][CH2:46][C:47]1[CH:52]=[CH:51][C:50]([CH2:12][C:13]2[CH:17]=[C:16]([C:18]3[C:19]([N:24]([C:32]([O:34][C:35]([CH3:38])([CH3:37])[CH3:36])=[O:33])[C:25]([O:27][C:28]([CH3:31])([CH3:29])[CH3:30])=[O:26])=[N:20][CH:21]=[CH:22][CH:23]=3)[O:15][N:14]=2)=[CH:49][CH:48]=1. (2) Given the reactants FC(F)(F)C(O)=O.C(OC([N:15]1[CH2:18][C:17]([C:21]2[S:22][CH:23]=[C:24]([C:26]3[C:27]([O:41][CH:42]4[CH2:45][CH2:44][CH2:43]4)=[C:28]4[C:33](=[CH:34][CH:35]=3)[N:32]([C:36]([O:38][CH3:39])=[O:37])[C@@H:31]([CH3:40])[CH2:30][CH2:29]4)[N:25]=2)([O:19][CH3:20])[CH2:16]1)=O)(C)(C)C, predict the reaction product. The product is: [CH:42]1([O:41][C:27]2[C:26]([C:24]3[N:25]=[C:21]([C:17]4([O:19][CH3:20])[CH2:18][NH:15][CH2:16]4)[S:22][CH:23]=3)=[CH:35][CH:34]=[C:33]3[C:28]=2[CH2:29][CH2:30][C@H:31]([CH3:40])[N:32]3[C:36]([O:38][CH3:39])=[O:37])[CH2:43][CH2:44][CH2:45]1. (3) Given the reactants [H-].[Na+].[F:3][C:4]1[CH:5]=[N:6][NH:7][CH:8]=1.Br[CH2:10][C:11]#[N:12].[Cl-].[NH4+], predict the reaction product. The product is: [F:3][C:4]1[CH:5]=[N:6][N:7]([CH2:10][C:11]#[N:12])[CH:8]=1. (4) Given the reactants [F:1][C:2]1[CH:3]=[N:4][C:5]2[C:10]([C:11]=1[CH2:12][CH2:13][N:14]1[CH2:19][CH2:18][NH:17][CH:16]([CH2:20][NH2:21])[CH2:15]1)=[N:9][C:8]([O:22][CH3:23])=[CH:7][CH:6]=2.[O-]S([O-])(=O)=O.[Na+].[Na+].[O:31]=[C:32]1[CH2:37][S:36][C:35]2[CH:38]=[CH:39][C:40]([CH:42]=O)=[N:41][C:34]=2[NH:33]1.[BH4-].[Na+], predict the reaction product. The product is: [F:1][C:2]1[CH:3]=[N:4][C:5]2[C:10]([C:11]=1[CH2:12][CH2:13][N:14]1[CH2:19][CH2:18][NH:17][CH:16]([CH2:20][NH:21][CH2:42][C:40]3[CH:39]=[CH:38][C:35]4[S:36][CH2:37][C:32](=[O:31])[NH:33][C:34]=4[N:41]=3)[CH2:15]1)=[N:9][C:8]([O:22][CH3:23])=[CH:7][CH:6]=2. (5) Given the reactants [OH-].[Na+].[CH2:3]([O:10][C:11]1[CH:16]=[CH:15][C:14]([CH:17]([OH:23])[CH2:18][NH:19][CH2:20][CH2:21][CH3:22])=[CH:13][CH:12]=1)[C:4]1[CH:9]=[CH:8][CH:7]=[CH:6][CH:5]=1.Cl[CH2:25][C:26](Cl)=[O:27].[OH-].[K+], predict the reaction product. The product is: [CH2:3]([O:10][C:11]1[CH:12]=[CH:13][C:14]([CH:17]2[CH2:18][N:19]([CH2:20][CH2:21][CH3:22])[C:26](=[O:27])[CH2:25][O:23]2)=[CH:15][CH:16]=1)[C:4]1[CH:5]=[CH:6][CH:7]=[CH:8][CH:9]=1. (6) Given the reactants Cl.[CH2:2]([O:4][CH:5]([C:13]1[CH:22]=[CH:21][C:16]2[C:17](=[O:20])[O:18][CH2:19][C:15]=2[C:14]=1[CH3:23])[CH2:6][N:7]1[CH2:12][CH2:11][NH:10][CH2:9][CH2:8]1)[CH3:3].[CH3:24][O:25][C:26]1[CH:33]=[C:32]([CH2:34][CH:35]=O)[CH:31]=[CH:30][C:27]=1[C:28]#[N:29].C([BH3-])#N.[Na+].CC(O)=O, predict the reaction product. The product is: [CH2:2]([O:4][CH:5]([C:13]1[CH:22]=[CH:21][C:16]2[C:17](=[O:20])[O:18][CH2:19][C:15]=2[C:14]=1[CH3:23])[CH2:6][N:7]1[CH2:12][CH2:11][N:10]([CH2:35][CH2:34][C:32]2[CH:31]=[CH:30][C:27]([C:28]#[N:29])=[C:26]([O:25][CH3:24])[CH:33]=2)[CH2:9][CH2:8]1)[CH3:3]. (7) Given the reactants Cl[C:2]1[C:11]2[C:6](=[CH:7][CH:8]=[CH:9][CH:10]=2)[C:5]([CH2:12][C:13]2[CH:18]=[CH:17][N:16]=[CH:15][CH:14]=2)=[N:4][N:3]=1.[I-:19].[Na+].I, predict the reaction product. The product is: [I:19][C:2]1[C:11]2[C:6](=[CH:7][CH:8]=[CH:9][CH:10]=2)[C:5]([CH2:12][C:13]2[CH:18]=[CH:17][N:16]=[CH:15][CH:14]=2)=[N:4][N:3]=1.